From a dataset of Catalyst prediction with 721,799 reactions and 888 catalyst types from USPTO. Predict which catalyst facilitates the given reaction. (1) Reactant: [N+:1]([C:4]1[CH:5]=[CH:6][C:7]2[S:11][N:10]=[C:9]([NH:12][CH2:13][CH2:14][NH2:15])[C:8]=2[CH:16]=1)([O-:3])=[O:2].C(N(C(C)C)CC)(C)C.Cl.[N:27]1[CH:32]=[CH:31][CH:30]=[CH:29][C:28]=1[C:33](Cl)=[O:34]. Product: [N+:1]([C:4]1[CH:5]=[CH:6][C:7]2[S:11][N:10]=[C:9]([NH:12][CH2:13][CH2:14][NH:15][C:33](=[O:34])[C:28]3[CH:29]=[CH:30][CH:31]=[CH:32][N:27]=3)[C:8]=2[CH:16]=1)([O-:3])=[O:2]. The catalyst class is: 4. (2) Reactant: O=[C:2]1[C:11]2[N:12]=[CH:13][S:14][C:10]=2[C:9]2[CH:8]=[CH:7][C:6]([C:15]([O:17][CH3:18])=[O:16])=[CH:5][C:4]=2[NH:3]1.CCN(C(C)C)C(C)C.O=P(Cl)(Cl)[Cl:30].O. Product: [Cl:30][C:2]1[C:11]2[N:12]=[CH:13][S:14][C:10]=2[C:9]2[CH:8]=[CH:7][C:6]([C:15]([O:17][CH3:18])=[O:16])=[CH:5][C:4]=2[N:3]=1. The catalyst class is: 308. (3) Product: [F:16][C:17]([F:26])([C:20]1[CH:21]=[CH:22][CH:23]=[CH:24][CH:25]=1)[CH2:18][NH:19][C:2]1[C:3](=[O:15])[N:4]([CH2:9][C:10]([O:12][CH2:13][CH3:14])=[O:11])[C:5]([CH3:8])=[CH:6][N:7]=1. Reactant: Br[C:2]1[C:3](=[O:15])[N:4]([CH2:9][C:10]([O:12][CH2:13][CH3:14])=[O:11])[C:5]([CH3:8])=[CH:6][N:7]=1.[F:16][C:17]([F:26])([C:20]1[CH:25]=[CH:24][CH:23]=[CH:22][CH:21]=1)[CH2:18][NH2:19]. The catalyst class is: 11. (4) Reactant: [S:1]1[CH:5]=[CH:4][C:3]([CH2:6][C:7]([O:9][CH2:10][CH3:11])=[O:8])=[CH:2]1.FC(F)(F)C(OC(=O)C(F)(F)F)=O.[N+:25]([O-])([O-:27])=[O:26].[NH4+].O. The catalyst class is: 452. Product: [N+:25]([C:2]1[S:1][CH:5]=[CH:4][C:3]=1[CH2:6][C:7]([O:9][CH2:10][CH3:11])=[O:8])([O-:27])=[O:26]. (5) Reactant: [C:1]([N:8]1[CH2:12][C@@H:11]([N:13]([CH:20]2[CH2:25][CH2:24][C:23]([CH3:27])([CH3:26])[CH2:22][CH2:21]2)[C:14](=[O:19])[C:15]([CH3:18])([CH3:17])[CH3:16])[CH2:10][C@@:9]1(C)[C:28]([O-:30])=[O:29])([O:3][C:4]([CH3:7])([CH3:6])[CH3:5])=[O:2].[Li+].[OH-]. Product: [C:1]([N:8]1[CH2:12][C@@H:11]([N:13]([CH:20]2[CH2:25][CH2:24][C:23]([CH3:27])([CH3:26])[CH2:22][CH2:21]2)[C:14](=[O:19])[C:15]([CH3:18])([CH3:16])[CH3:17])[CH2:10][C@H:9]1[C:28]([OH:30])=[O:29])([O:3][C:4]([CH3:5])([CH3:6])[CH3:7])=[O:2]. The catalyst class is: 24. (6) Reactant: [NH2:1][C:2]1[CH:7]=[CH:6][CH:5]=[CH:4][C:3]=1[OH:8].C(N(CC)CC)C.[C:16](Cl)(=[O:23])[C:17]1[CH:22]=[CH:21][CH:20]=[CH:19][CH:18]=1. Product: [OH:8][C:3]1[CH:4]=[CH:5][CH:6]=[CH:7][C:2]=1[NH:1][C:16](=[O:23])[C:17]1[CH:22]=[CH:21][CH:20]=[CH:19][CH:18]=1. The catalyst class is: 1.